This data is from Reaction yield outcomes from USPTO patents with 853,638 reactions. The task is: Predict the reaction yield, written as a fraction of the theoretical maximum amount of product (1.0 means a 100% yield; for example, 0.34 means a 34% yield). (1) The reactants are [CH2:1]([O:8][C:9](=[O:26])[NH:10][C:11]1[CH:16]=[CH:15][C:14]([O:17][C:18]2[CH:23]=[CH:22][N:21]=[C:20]([NH2:24])[CH:19]=2)=[C:13]([F:25])[CH:12]=1)[C:2]1[CH:7]=[CH:6][CH:5]=[CH:4][CH:3]=1.[CH2:27]([N:29]([CH2:32][CH3:33])[CH2:30][CH3:31])C.ClC([O:37][C:38]1C=CC=CC=1)=O.[CH3:44][NH:45][CH:46]1CCN(C)CC1. The catalyst is CN(C)C=O. The product is [CH2:1]([O:8][C:9](=[O:26])[NH:10][C:11]1[CH:16]=[CH:15][C:14]([O:17][C:18]2[CH:23]=[CH:22][N:21]=[C:20]([NH:24][C:38]([N:45]([CH3:46])[CH:44]3[CH2:33][CH2:32][N:29]([CH3:27])[CH2:30][CH2:31]3)=[O:37])[CH:19]=2)=[C:13]([F:25])[CH:12]=1)[C:2]1[CH:3]=[CH:4][CH:5]=[CH:6][CH:7]=1. The yield is 0.657. (2) The reactants are [Cl:1][C:2]1[N:7]=[CH:6][N:5]=[C:4]([NH:8][C:9]2[CH:14]=[CH:13][CH:12]=[CH:11][CH:10]=2)[C:3]=1[NH2:15].[C:16](Cl)(=[O:23])[C:17]1[CH:22]=[CH:21][CH:20]=[CH:19][CH:18]=1. The catalyst is CN(C)C(=O)C. The product is [Cl:1][C:2]1[C:3]([NH:15][C:16](=[O:23])[C:17]2[CH:22]=[CH:21][CH:20]=[CH:19][CH:18]=2)=[C:4]([NH:8][C:9]2[CH:14]=[CH:13][CH:12]=[CH:11][CH:10]=2)[N:5]=[CH:6][N:7]=1. The yield is 0.970.